From a dataset of Reaction yield outcomes from USPTO patents with 853,638 reactions. Predict the reaction yield, written as a fraction of the theoretical maximum amount of product (1.0 means a 100% yield; for example, 0.34 means a 34% yield). (1) The reactants are [Cl:1][C:2]1[CH:7]=[C:6]([Cl:8])[CH:5]=[CH:4][C:3]=1[N:9]1[C:14]2=[N:15][C:16]3[CH:21]=[CH:20][CH:19]=[C:18]([CH:22]([OH:27])[C:23]([F:26])([F:25])[F:24])[C:17]=3[N:13]2[CH2:12][CH2:11][CH2:10]1.[C:28](=O)([O-])[O-].[K+].[K+].CI. The catalyst is CN(C)C=O.O. The product is [Cl:1][C:2]1[CH:7]=[C:6]([Cl:8])[CH:5]=[CH:4][C:3]=1[N:9]1[C:14]2=[N:15][C:16]3[CH:21]=[CH:20][CH:19]=[C:18]([CH:22]([O:27][CH3:28])[C:23]([F:24])([F:25])[F:26])[C:17]=3[N:13]2[CH2:12][CH2:11][CH2:10]1. The yield is 0.100. (2) The reactants are [Br:1][C:2]1[C:7]([N+:8]([O-:10])=[O:9])=[CH:6][C:5]([OH:11])=[C:4]([CH:12]2[CH2:16][CH2:15][CH2:14][CH2:13]2)[CH:3]=1.[C:17]([O-])([O-])=O.[Cs+].[Cs+].IC. The catalyst is CN(C=O)C. The product is [Br:1][C:2]1[CH:3]=[C:4]([CH:12]2[CH2:16][CH2:15][CH2:14][CH2:13]2)[C:5]([O:11][CH3:17])=[CH:6][C:7]=1[N+:8]([O-:10])=[O:9]. The yield is 0.890. (3) The reactants are [Cl:1][C:2]1[CH:11]=[C:10]([CH3:12])[C:9]2[CH:8]=[C:7]3[O:13][C:14]([CH3:19])([CH3:18])[C@@H:15]4[O:17][C@@H:16]4[C:6]3=[CH:5][C:4]=2[N:3]=1.O.[NH3:21]. The catalyst is C(O)C. The product is [NH2:21][C@H:16]1[C:6]2[C:7](=[CH:8][C:9]3[C:10]([CH3:12])=[CH:11][C:2]([Cl:1])=[N:3][C:4]=3[CH:5]=2)[O:13][C:14]([CH3:19])([CH3:18])[C@@H:15]1[OH:17]. The yield is 0.860. (4) The reactants are [Cl:1][C:2]1[CH:8]=[C:7]([OH:9])[C:6]([CH3:10])=[CH:5][C:3]=1[NH2:4].C(=O)([O-])[O-].[K+].[K+].[Cl:17][C:18]1([C:21]2[N:25]=[C:24](S(C3C=CC(C)=CC=3)(=O)=O)[S:23][N:22]=2)[CH2:20][CH2:19]1. The catalyst is C(#N)C. The product is [Cl:1][C:2]1[CH:8]=[C:7]([O:9][C:24]2[S:23][N:22]=[C:21]([C:18]3([Cl:17])[CH2:20][CH2:19]3)[N:25]=2)[C:6]([CH3:10])=[CH:5][C:3]=1[NH2:4]. The yield is 0.494. (5) The reactants are CN(C)C=O.[F:6][C:7]1[CH:12]=[CH:11][CH:10]=[CH:9][C:8]=1[OH:13].F[C:15]1[CH:22]=[CH:21][C:18]([CH:19]=[O:20])=[CH:17][CH:16]=1.C(=O)([O-])[O-].[K+].[K+]. The catalyst is O. The product is [F:6][C:7]1[CH:12]=[CH:11][CH:10]=[CH:9][C:8]=1[O:13][C:15]1[CH:22]=[CH:21][C:18]([CH:19]=[O:20])=[CH:17][CH:16]=1. The yield is 0.994. (6) The reactants are C(OC(=O)[NH:7][CH2:8][C:9]([CH3:31])([C:11]1[CH:16]=[CH:15][C:14]([CH2:17][C:18](=[O:30])[C:19]2[C:28](=[O:29])[C:27]3[C:22](=[CH:23][CH:24]=[CH:25][CH:26]=3)[NH:21][CH:20]=2)=[CH:13][CH:12]=1)[CH3:10])(C)(C)C.C(O)(C(F)(F)F)=O.[OH-].[Na+]. The catalyst is C(Cl)Cl. The product is [NH2:7][CH2:8][C:9]([C:11]1[CH:16]=[CH:15][C:14]([CH2:17][C:18]([C:19]2[C:28](=[O:29])[C:27]3[C:22](=[CH:23][CH:24]=[CH:25][CH:26]=3)[NH:21][CH:20]=2)=[O:30])=[CH:13][CH:12]=1)([CH3:10])[CH3:31]. The yield is 0.910.